Predict the reaction yield, written as a fraction of the theoretical maximum amount of product (1.0 means a 100% yield; for example, 0.34 means a 34% yield). From a dataset of Reaction yield outcomes from USPTO patents with 853,638 reactions. (1) The reactants are [Na].[CH3:2][C:3]1[CH:8]=[CH:7][C:6]([C:9]2[C:10]([CH:15]=O)=[CH:11][CH:12]=[CH:13][CH:14]=2)=[CH:5][CH:4]=1.[Br:17][C:18]1[N:19]=[CH:20][C:21]([NH2:24])=[N:22][CH:23]=1. The catalyst is ClCCCl.CC(O)=O. The product is [Br:17][C:18]1[N:19]=[CH:20][C:21]([NH:24][CH2:15][C:10]2[CH:11]=[CH:12][CH:13]=[CH:14][C:9]=2[C:6]2[CH:7]=[CH:8][C:3]([CH3:2])=[CH:4][CH:5]=2)=[N:22][CH:23]=1. The yield is 0.550. (2) The reactants are [Li]CCCC.Br[C:7]1[CH:8]=[N:9][CH:10]=[C:11]([C:13]#[C:14][CH2:15][CH3:16])[CH:12]=1.[B:17](OC(C)C)([O:22]C(C)C)[O:18]C(C)C.Cl.[OH-].[Na+]. The catalyst is CCOC(C)=O. The product is [C:13]([C:11]1[CH:12]=[C:7]([B:17]([OH:22])[OH:18])[CH:8]=[N:9][CH:10]=1)#[C:14][CH2:15][CH3:16]. The yield is 0.760.